Dataset: Forward reaction prediction with 1.9M reactions from USPTO patents (1976-2016). Task: Predict the product of the given reaction. Given the reactants [NH2:1][CH2:2][CH2:3][CH2:4][N:5]1[C:10]([C:11]2[CH:16]=[C:15]([Cl:17])[CH:14]=[CH:13][C:12]=2[O:18][CH3:19])=[CH:9][C:8](=[O:20])[NH:7][C:6]1=[S:21].[NH2:22][C:23](=[N:29][C:30](=[O:33])[O:31][CH3:32])N1C=CC=N1.C(N(CC)C(C)C)(C)C, predict the reaction product. The product is: [CH3:32][O:31][C:30](=[O:33])[N:29]=[C:23]([NH2:22])[NH:1][CH2:2][CH2:3][CH2:4][N:5]1[C:10]([C:11]2[CH:16]=[C:15]([Cl:17])[CH:14]=[CH:13][C:12]=2[O:18][CH3:19])=[CH:9][C:8](=[O:20])[NH:7][C:6]1=[S:21].